Dataset: Peptide-MHC class I binding affinity with 185,985 pairs from IEDB/IMGT. Task: Regression. Given a peptide amino acid sequence and an MHC pseudo amino acid sequence, predict their binding affinity value. This is MHC class I binding data. (1) The peptide sequence is AVDWYQQRI. The MHC is HLA-B39:01 with pseudo-sequence HLA-B39:01. The binding affinity (normalized) is 0.0847. (2) The peptide sequence is SVTRLENL. The MHC is H-2-Kb with pseudo-sequence H-2-Kb. The binding affinity (normalized) is 0.547. (3) The MHC is HLA-B08:01 with pseudo-sequence HLA-B08:01. The peptide sequence is WPLVNFHIL. The binding affinity (normalized) is 0.431. (4) The peptide sequence is SVKERGPAY. The MHC is HLA-A01:01 with pseudo-sequence HLA-A01:01. The binding affinity (normalized) is 0.0847. (5) The peptide sequence is VSSAYSRL. The MHC is H-2-Db with pseudo-sequence H-2-Db. The binding affinity (normalized) is 0. (6) The peptide sequence is LLLVIKLALV. The MHC is HLA-A68:02 with pseudo-sequence HLA-A68:02. The binding affinity (normalized) is 0.0247. (7) The peptide sequence is IPVRRGYTT. The MHC is HLA-A02:06 with pseudo-sequence HLA-A02:06. The binding affinity (normalized) is 0.0847. (8) The peptide sequence is KVNSTITRY. The MHC is HLA-A30:01 with pseudo-sequence HLA-A30:01. The binding affinity (normalized) is 0.327. (9) The peptide sequence is FRLMRTNFL. The MHC is HLA-A01:01 with pseudo-sequence HLA-A01:01. The binding affinity (normalized) is 0.0847. (10) The peptide sequence is AFPTSCHMFIICF. The MHC is HLA-B53:01 with pseudo-sequence HLA-B53:01. The binding affinity (normalized) is 0.198.